Task: Predict the product of the given reaction.. Dataset: Forward reaction prediction with 1.9M reactions from USPTO patents (1976-2016) Given the reactants [C:1](OC(=O)C)(=[O:3])[CH3:2].[C:8]([C:10]1[CH:11]=[CH:12][C:13]([NH:30][C@H:31]2[CH2:35][CH2:34][NH:33][CH2:32]2)=[C:14]([CH:29]=1)[C:15]([NH:17][CH2:18][C:19]1[CH:24]=[CH:23][C:22]([O:25][CH3:26])=[C:21]([O:27][CH3:28])[CH:20]=1)=[O:16])#[N:9], predict the reaction product. The product is: [C:1]([N:33]1[CH2:34][CH2:35][C@H:31]([NH:30][C:13]2[CH:12]=[CH:11][C:10]([C:8]#[N:9])=[CH:29][C:14]=2[C:15]([NH:17][CH2:18][C:19]2[CH:24]=[CH:23][C:22]([O:25][CH3:26])=[C:21]([O:27][CH3:28])[CH:20]=2)=[O:16])[CH2:32]1)(=[O:3])[CH3:2].